Dataset: NCI-60 drug combinations with 297,098 pairs across 59 cell lines. Task: Regression. Given two drug SMILES strings and cell line genomic features, predict the synergy score measuring deviation from expected non-interaction effect. Drug 1: COC1=C(C=C2C(=C1)N=CN=C2NC3=CC(=C(C=C3)F)Cl)OCCCN4CCOCC4. Drug 2: CN1C(=O)N2C=NC(=C2N=N1)C(=O)N. Cell line: M14. Synergy scores: CSS=2.85, Synergy_ZIP=-1.39, Synergy_Bliss=2.56, Synergy_Loewe=-7.02, Synergy_HSA=-2.59.